Dataset: Forward reaction prediction with 1.9M reactions from USPTO patents (1976-2016). Task: Predict the product of the given reaction. (1) Given the reactants [O:1]1[C:5]2[CH:6]=[CH:7][C:8]([C:10]3([C:13]([OH:15])=O)[CH2:12][CH2:11]3)=[CH:9][C:4]=2[O:3][CH2:2]1.CN(C(ON1N=NC2C=CC=CC1=2)=[N+](C)C)C.F[P-](F)(F)(F)(F)F.CCN(CC)CC.[NH2:47][C:48]1[CH:49]=[C:50]2[C:54](=[CH:55][CH:56]=1)[NH:53][C:52]([CH:57]([CH3:63])[C:58]([O:60][CH2:61][CH3:62])=[O:59])=[CH:51]2, predict the reaction product. The product is: [O:1]1[C:5]2[CH:6]=[CH:7][C:8]([C:10]3([C:13]([NH:47][C:48]4[CH:49]=[C:50]5[C:54](=[CH:55][CH:56]=4)[NH:53][C:52]([CH:57]([CH3:63])[C:58]([O:60][CH2:61][CH3:62])=[O:59])=[CH:51]5)=[O:15])[CH2:11][CH2:12]3)=[CH:9][C:4]=2[O:3][CH2:2]1. (2) Given the reactants [CH3:1][C:2](C)(CC=C)C(OC)=O.[CH2:11]([O:13][C:14](=[O:20])[CH:15]([CH2:18][CH3:19])[CH2:16][CH3:17])[CH3:12].[CH3:21]OC(=O)C(C)C, predict the reaction product. The product is: [CH2:16]([C:15]([CH2:1][CH3:2])([CH2:18][CH:19]=[CH2:21])[C:14]([O:13][CH2:11][CH3:12])=[O:20])[CH3:17].